This data is from Catalyst prediction with 721,799 reactions and 888 catalyst types from USPTO. The task is: Predict which catalyst facilitates the given reaction. (1) Reactant: [CH3:1][C:2]1[CH:3]=[C:4]([CH2:11][CH:12]([NH:16][C:17]([N:19]2[CH2:24][CH2:23][CH:22]([N:25]3[CH2:34][C:33]4[C:28](=[CH:29][CH:30]=[CH:31][CH:32]=4)[NH:27][C:26]3=[O:35])[CH2:21][CH2:20]2)=[O:18])[C:13]([OH:15])=[O:14])[CH:5]=[C:6]2[C:10]=1[NH:9][N:8]=[CH:7]2.C1(N=C=NC2CCCCC2)CCCCC1.FC1C(O)=C(F)C(F)=C(F)C=1F.[C:63](O)([CH3:66])([CH3:65])[CH3:64].C([Li])(CC)C.C1CCCCC1. Product: [C:63]([O:14][C:13](=[O:15])[CH:12]([NH:16][C:17]([N:19]1[CH2:20][CH2:21][CH:22]([N:25]2[CH2:34][C:33]3[C:28](=[CH:29][CH:30]=[CH:31][CH:32]=3)[NH:27][C:26]2=[O:35])[CH2:23][CH2:24]1)=[O:18])[CH2:11][C:4]1[CH:5]=[C:6]2[C:10](=[C:2]([CH3:1])[CH:3]=1)[NH:9][N:8]=[CH:7]2)([CH3:66])([CH3:65])[CH3:64]. The catalyst class is: 348. (2) Reactant: Br[CH2:2][C:3]1[C:8]([O:9][CH3:10])=[CH:7][CH:6]=[CH:5][C:4]=1[N:11]1[C:15](=[O:16])[N:14]([CH3:17])[N:13]=[N:12]1.[Br:18][C:19]1[CH:24]=[CH:23][C:22]([N:25]2[CH:29]=[CH:28][C:27]([OH:30])=[N:26]2)=[CH:21][CH:20]=1.C(=O)([O-])[O-].[K+].[K+].C(#N)C. Product: [Br:18][C:19]1[CH:20]=[CH:21][C:22]([N:25]2[CH:29]=[CH:28][C:27]([O:30][CH2:2][C:3]3[C:8]([O:9][CH3:10])=[CH:7][CH:6]=[CH:5][C:4]=3[N:11]3[C:15](=[O:16])[N:14]([CH3:17])[N:13]=[N:12]3)=[N:26]2)=[CH:23][CH:24]=1. The catalyst class is: 6. (3) Reactant: [CH2:1]([OH:10])[C@H:2](O)[CH2:3][CH2:4]/[CH:5]=[CH:6]\[CH2:7][CH3:8].[H-].[Na+].C(C1C=CC(S(Cl)(=O)=O)=C(C(C)C)C=1C(C)C)(C)C. Product: [CH2:3]([C@@H:2]1[CH2:1][O:10]1)[CH2:4]/[CH:5]=[CH:6]\[CH2:7][CH3:8]. The catalyst class is: 1. (4) Reactant: [C:1]12([CH2:11][O:12][C:13]3[C:39]([Cl:40])=[CH:38][C:16]([C:17]([NH:19][S:20]([N:23]4[CH2:27][CH2:26][C@H:25]([O:28]CC5C=CC(OC)=CC=5)[CH2:24]4)(=[O:22])=[O:21])=[O:18])=[C:15]([F:41])[CH:14]=3)[CH2:10][CH:5]3[CH2:6][CH:7]([CH2:9][CH:3]([CH2:4]3)[CH2:2]1)[CH2:8]2.ClC1C(=O)C(C#N)=C(C#N)C(=O)C=1Cl. Product: [C:1]12([CH2:11][O:12][C:13]3[C:39]([Cl:40])=[CH:38][C:16]([C:17]([NH:19][S:20]([N:23]4[CH2:27][CH2:26][C@H:25]([OH:28])[CH2:24]4)(=[O:22])=[O:21])=[O:18])=[C:15]([F:41])[CH:14]=3)[CH2:8][CH:7]3[CH2:6][CH:5]([CH2:4][CH:3]([CH2:9]3)[CH2:2]1)[CH2:10]2. The catalyst class is: 46. (5) The catalyst class is: 4. Reactant: [NH:1]1[CH2:6][CH2:5][NH:4][CH2:3][C:2]1=[O:7].C(N(CC)CC)C.[Cl:15][C:16]1[C:24]([Cl:25])=[C:23]([F:26])[CH:22]=[CH:21][C:17]=1[C:18](Cl)=[O:19]. Product: [Cl:15][C:16]1[C:24]([Cl:25])=[C:23]([F:26])[CH:22]=[CH:21][C:17]=1[C:18]([N:4]1[CH2:5][CH2:6][NH:1][C:2](=[O:7])[CH2:3]1)=[O:19]. (6) Reactant: [NH:1]1[CH2:6][CH2:5][O:4][CH2:3][CH2:2]1.[Cl:7][C:8]1[N:13]=[C:12]([Cl:14])[CH:11]=[C:10]([Cl:15])[N:9]=1.OS([O-])(=O)=O.[Na+].CCOC(C)=O. Product: [Cl:15][C:10]1[CH:11]=[C:12]([Cl:14])[N:13]=[C:8]([N:1]2[CH2:6][CH2:5][O:4][CH2:3][CH2:2]2)[N:9]=1.[Cl:7][C:8]1[N:13]=[C:12]([N:1]2[CH2:6][CH2:5][O:4][CH2:3][CH2:2]2)[CH:11]=[C:10]([Cl:15])[N:9]=1. The catalyst class is: 14. (7) Reactant: [CH3:1]N(C)C(CC)CN(C)C.N#N.CCO.[Li]C(CC)C.[Cl:21][C:22]1[CH:30]=[CH:29][C:25]([C:26]([OH:28])=[O:27])=[CH:24][CH:23]=1. Product: [Cl:21][C:22]1[CH:30]=[CH:29][C:25]([C:26]([OH:28])=[O:27])=[C:24]([CH3:1])[CH:23]=1. The catalyst class is: 1. (8) Reactant: [CH2:1]([C:8]1[S:12][C:11]([C:13]2[CH:18]=[C:17]([F:19])[CH:16]=[CH:15][C:14]=2[F:20])=[N:10][C:9]=1[C@H:21]([NH2:26])[C:22]([CH3:25])([CH3:24])[CH3:23])[C:2]1[CH:7]=[CH:6][CH:5]=[CH:4][CH:3]=1.[BH-](OC(C)=O)(OC(C)=O)OC(C)=O.[Na+].[F:41][C@@H:42]1[C@H:46]([CH:47]=O)[CH2:45][N:44]([C:49]([O:51][CH2:52][C:53]2[CH:58]=[CH:57][CH:56]=[CH:55][CH:54]=2)=[O:50])[CH2:43]1. Product: [CH2:1]([C:8]1[S:12][C:11]([C:13]2[CH:18]=[C:17]([F:19])[CH:16]=[CH:15][C:14]=2[F:20])=[N:10][C:9]=1[C@H:21]([NH:26][CH2:47][C@H:46]1[C@@H:42]([F:41])[CH2:43][N:44]([C:49]([O:51][CH2:52][C:53]2[CH:58]=[CH:57][CH:56]=[CH:55][CH:54]=2)=[O:50])[CH2:45]1)[C:22]([CH3:23])([CH3:25])[CH3:24])[C:2]1[CH:3]=[CH:4][CH:5]=[CH:6][CH:7]=1. The catalyst class is: 2. (9) The catalyst class is: 82. Reactant: [CH3:1][O:2][C:3](=[O:19])[C:4]1[C:9]([NH:10]CC2C=CC=CC=2)=[CH:8][C:7]([Cl:18])=[N:6][CH:5]=1.C([O-])([O-])=O.[K+].[K+]. Product: [CH3:1][O:2][C:3](=[O:19])[C:4]1[C:9]([NH2:10])=[CH:8][C:7]([Cl:18])=[N:6][CH:5]=1.